From a dataset of Full USPTO retrosynthesis dataset with 1.9M reactions from patents (1976-2016). Predict the reactants needed to synthesize the given product. (1) Given the product [Cl:1][C:2]1[N:7]=[CH:6][C:5]([C:8]([Cl:18])=[O:10])=[CH:4][CH:3]=1, predict the reactants needed to synthesize it. The reactants are: [Cl:1][C:2]1[N:7]=[CH:6][C:5]([C:8]([OH:10])=O)=[CH:4][CH:3]=1.CN(C=O)C.S(Cl)([Cl:18])=O. (2) Given the product [CH2:19]([O:26][C:27]1[C:28]([Cl:37])=[CH:29][C:30]([C:31]([N:9]2[C:10]3[C:6](=[CH:5][C:4]([N+:1]([O-:3])=[O:2])=[CH:12][CH:11]=3)[CH2:7][CH2:8]2)=[O:32])=[CH:34][C:35]=1[Cl:36])[C:20]1[CH:21]=[CH:22][CH:23]=[CH:24][CH:25]=1, predict the reactants needed to synthesize it. The reactants are: [N+:1]([C:4]1[CH:5]=[C:6]2[C:10](=[CH:11][CH:12]=1)[NH:9][CH2:8][CH2:7]2)([O-:3])=[O:2].N1C=CC=CC=1.[CH2:19]([O:26][C:27]1[C:35]([Cl:36])=[CH:34][C:30]([C:31](Cl)=[O:32])=[CH:29][C:28]=1[Cl:37])[C:20]1[CH:25]=[CH:24][CH:23]=[CH:22][CH:21]=1.